From a dataset of Full USPTO retrosynthesis dataset with 1.9M reactions from patents (1976-2016). Predict the reactants needed to synthesize the given product. (1) Given the product [CH:1]1([S:7]([CH2:8][CH:9]2[CH2:14][CH:13]([C:15]3[CH:20]=[CH:19][C:18]([C:21]([F:24])([F:22])[F:23])=[CH:17][CH:16]=3)[CH2:12][N:11]([C:25]([N:27]3[CH2:32][CH2:31][O:30][CH2:29][CH2:28]3)=[O:26])[CH2:10]2)=[O:38])[CH2:2][CH2:3][CH2:4][CH2:5][CH2:6]1, predict the reactants needed to synthesize it. The reactants are: [CH:1]1([S:7][CH2:8][CH:9]2[CH2:14][CH:13]([C:15]3[CH:20]=[CH:19][C:18]([C:21]([F:24])([F:23])[F:22])=[CH:17][CH:16]=3)[CH2:12][N:11]([C:25]([N:27]3[CH2:32][CH2:31][O:30][CH2:29][CH2:28]3)=[O:26])[CH2:10]2)[CH2:6][CH2:5][CH2:4][CH2:3][CH2:2]1.ClC1C=C(C=CC=1)C(OO)=[O:38]. (2) Given the product [F:48][C:27]1[C:28]([CH:33]([S:41]([C:44]([F:45])([F:46])[F:47])(=[O:42])=[O:43])[S:34]([C:37]([F:39])([F:40])[F:38])(=[O:35])=[O:36])=[C:29]([F:32])[C:30]([F:31])=[C:25]([F:11])[C:26]=1[F:49].[O:6]([S:7]([C:10]([F:13])([F:11])[F:12])(=[O:9])=[O:8])[S:14]([C:17]([F:20])([F:19])[F:18])(=[O:16])=[O:15], predict the reactants needed to synthesize it. The reactants are: [Li]C(C)(C)C.[O:6]([S:14]([C:17]([F:20])([F:19])[F:18])(=[O:16])=[O:15])[S:7]([C:10]([F:13])([F:12])[F:11])(=[O:9])=[O:8].C([C:25]1[C:30]([F:31])=[C:29]([F:32])[C:28]([CH:33]([S:41]([C:44]([F:47])([F:46])[F:45])(=[O:43])=[O:42])[S:34]([C:37]([F:40])([F:39])[F:38])(=[O:36])=[O:35])=[C:27]([F:48])[C:26]=1[F:49])(C)(C)C. (3) The reactants are: Cl.C[O:3][C:4](=[O:18])[C@H:5]([CH2:14][CH2:15][CH2:16][CH3:17])[NH:6][CH2:7][C:8]1[CH:13]=[CH:12][CH:11]=[CH:10][CH:9]=1.[C:19](Cl)(=[O:23])[CH:20]([CH3:22])[CH3:21]. Given the product [CH2:7]([N:6]([C:19](=[O:23])[CH:20]([CH3:22])[CH3:21])[CH:5]([CH2:14][CH2:15][CH2:16][CH3:17])[C:4]([OH:3])=[O:18])[C:8]1[CH:13]=[CH:12][CH:11]=[CH:10][CH:9]=1, predict the reactants needed to synthesize it. (4) Given the product [OH:22][C@@H:4]([CH2:3][C@@H:2]([CH3:1])[CH2:29][CH2:30][CH2:31][CH3:32])/[CH:5]=[CH:6]/[C@H:7]1[CH2:11][CH2:10][C:9](=[O:12])[C@@H:8]1[CH2:13][CH2:14][CH2:15][CH2:16]/[CH:17]=[CH:18]/[C:19]([OH:21])=[O:20], predict the reactants needed to synthesize it. The reactants are: [CH3:1][C@@H:2]([CH2:29][CH2:30][CH2:31][CH3:32])[CH2:3][C@H:4]([O:22]C1CCCCO1)/[CH:5]=[CH:6]/[C@H:7]1[CH2:11][CH2:10][C:9](=[O:12])[C@@H:8]1[CH2:13][CH2:14][CH2:15][CH2:16]/[CH:17]=[CH:18]/[C:19]([OH:21])=[O:20].C(O)(=O)C.O1CCCC1.O.